Dataset: Reaction yield outcomes from USPTO patents with 853,638 reactions. Task: Predict the reaction yield, written as a fraction of the theoretical maximum amount of product (1.0 means a 100% yield; for example, 0.34 means a 34% yield). (1) The reactants are [CH3:1][C:2]1([CH3:14])[O:6][C@H:5]([CH2:7][C:8](=[O:12])SCC)[C:4](=[O:13])[O:3]1.C([SiH](CC)CC)C. The catalyst is [Pd].C(Cl)Cl. The product is [CH3:1][C:2]1([CH3:14])[O:6][C@H:5]([CH2:7][CH:8]=[O:12])[C:4](=[O:13])[O:3]1. The yield is 0.870. (2) The reactants are CC(OC([N:8]1[CH2:13][CH2:12][C:11](=[C:14]([C:28]2[CH:33]=[CH:32][CH:31]=[CH:30][C:29]=2[NH2:34])[C:15]2[CH:20]=[CH:19][C:18]([C:21]([N:23]([CH2:26][CH3:27])[CH2:24][CH3:25])=[O:22])=[CH:17][CH:16]=2)[CH2:10][CH2:9]1)=O)(C)C.Br[C:36]1[CH:41]=[CH:40][CH:39]=[CH:38][CH:37]=1.CC([O-])(C)C.[Na+].C(O)(C(F)(F)F)=O. The catalyst is C1(C)C=CC=CC=1.C1C=CC(/C=C/C(/C=C/C2C=CC=CC=2)=O)=CC=1.C1C=CC(/C=C/C(/C=C/C2C=CC=CC=2)=O)=CC=1.C1C=CC(/C=C/C(/C=C/C2C=CC=CC=2)=O)=CC=1.[Pd].[Pd]. The product is [CH2:24]([N:23]([CH2:26][CH3:27])[C:21](=[O:22])[C:18]1[CH:19]=[CH:20][C:15]([C:14]([C:28]2[CH:33]=[CH:32][CH:31]=[CH:30][C:29]=2[NH:34][C:36]2[CH:41]=[CH:40][CH:39]=[CH:38][CH:37]=2)=[C:11]2[CH2:12][CH2:13][NH:8][CH2:9][CH2:10]2)=[CH:16][CH:17]=1)[CH3:25]. The yield is 0.440. (3) The reactants are [CH3:1][C:2]1([C:11]([OH:13])=[O:12])[CH2:7][C:6]([CH3:9])([CH3:8])[CH2:5][C:4](=[O:10])[CH2:3]1.[CH3:14][C:15]([CH3:21])([CH2:19]C)[CH2:16][CH2:17]O.C(N=C=NC(C)C)(C)C. The catalyst is CN(C1C=CN=CC=1)C.C(Cl)Cl. The yield is 0.550. The product is [CH3:14][C:15]([CH3:21])([CH3:19])[CH2:16][CH2:17][O:12][C:11]([C:2]1([CH3:1])[CH2:7][C:6]([CH3:8])([CH3:9])[CH2:5][C:4](=[O:10])[CH2:3]1)=[O:13].